Dataset: Full USPTO retrosynthesis dataset with 1.9M reactions from patents (1976-2016). Task: Predict the reactants needed to synthesize the given product. Given the product [Cl:1][C:2]1[CH:3]=[CH:4][C:5]2[O:10][CH:9]([C:11]3[CH:16]=[CH:15][CH:14]=[CH:13][CH:12]=3)[C:8](=[O:17])[N:7]([CH2:18][CH2:19][C:20]([OH:29])=[O:21])[C:6]=2[CH:22]=1, predict the reactants needed to synthesize it. The reactants are: [Cl:1][C:2]1[CH:3]=[CH:4][C:5]2[O:10][CH:9]([C:11]3[CH:16]=[CH:15][CH:14]=[CH:13][CH:12]=3)[C:8](=[O:17])[N:7]([CH2:18][CH2:19][CH:20]=[O:21])[C:6]=2[CH:22]=1.CC(=CC)C.P([O-])(O)(O)=[O:29].[Na+].Cl([O-])=O.[Na+].